Dataset: CYP2C19 inhibition data for predicting drug metabolism from PubChem BioAssay. Task: Regression/Classification. Given a drug SMILES string, predict its absorption, distribution, metabolism, or excretion properties. Task type varies by dataset: regression for continuous measurements (e.g., permeability, clearance, half-life) or binary classification for categorical outcomes (e.g., BBB penetration, CYP inhibition). Dataset: cyp2c19_veith. (1) The molecule is COc1cccc(Cn2c(=O)c(-c3cn(C)c4ccccc34)nc3cnc(N4CCOCC4)nc32)c1. The result is 0 (non-inhibitor). (2) The compound is CN(N=O)C(=O)N[C@H]1C(O)OC(CO)[C@@H](O)[C@H]1O. The result is 1 (inhibitor). (3) The molecule is C[C@H](CN(C)C)C(C#N)(c1ccccc1)c1ccccc1. The result is 0 (non-inhibitor). (4) The molecule is COc1cc(Br)cc(/C=N/NC(=O)C(C)n2cc([N+](=O)[O-])c(OC)n2)c1O. The result is 1 (inhibitor). (5) The molecule is CSc1ccc2c(c1)c(CCN)c(C)n2Cc1ccccc1Cl. The result is 1 (inhibitor). (6) The molecule is Fc1ccc2c(c1)C(c1ccncc1)=NNC(c1ccc(Cl)cc1)=N2. The result is 1 (inhibitor).